This data is from Forward reaction prediction with 1.9M reactions from USPTO patents (1976-2016). The task is: Predict the product of the given reaction. (1) Given the reactants [OH:1][CH2:2][CH:3]1[CH2:9][CH:8]2[CH:6]([CH2:7]2)[CH2:5][N:4]1[C:10]([O:12][C:13]([CH3:16])([CH3:15])[CH3:14])=[O:11].CC1(C)N([O])C(C)(C)CCC1, predict the reaction product. The product is: [CH:2]([CH:3]1[CH2:9][CH:8]2[CH:6]([CH2:7]2)[CH2:5][N:4]1[C:10]([O:12][C:13]([CH3:16])([CH3:15])[CH3:14])=[O:11])=[O:1]. (2) The product is: [NH2:8][C:6]1[N:7]=[C:2]([C:17]2[C:16]([CH3:24])=[C:15]([CH:20]=[CH:19][CH:18]=2)[C:13]#[N:14])[CH:3]=[C:4]([NH:9][CH:10]2[CH2:12][CH2:11]2)[N:5]=1. Given the reactants Cl[C:2]1[N:7]=[C:6]([NH2:8])[N:5]=[C:4]([NH:9][CH:10]2[CH2:12][CH2:11]2)[CH:3]=1.[C:13]([C:15]1[C:16]([CH3:24])=[C:17](B(O)O)[CH:18]=[CH:19][CH:20]=1)#[N:14], predict the reaction product. (3) Given the reactants [C:1]([N:5]1[C:9]([C:10]2[CH:15]=[CH:14][C:13]([F:16])=[CH:12][CH:11]=2)=[C:8]([C:17]2[S:18][CH:19]=[C:20]([C:22]([OH:24])=O)[N:21]=2)[CH:7]=[N:6]1)([CH3:4])([CH3:3])[CH3:2].[O:25]1[CH2:30][CH2:29][CH:28]([CH2:31][CH2:32][NH2:33])[CH2:27][CH2:26]1, predict the reaction product. The product is: [C:1]([N:5]1[C:9]([C:10]2[CH:11]=[CH:12][C:13]([F:16])=[CH:14][CH:15]=2)=[C:8]([C:17]2[S:18][CH:19]=[C:20]([C:22]([NH:33][CH2:32][CH2:31][CH:28]3[CH2:29][CH2:30][O:25][CH2:26][CH2:27]3)=[O:24])[N:21]=2)[CH:7]=[N:6]1)([CH3:3])([CH3:2])[CH3:4]. (4) Given the reactants [CH3:1][C:2]1[S:12][C:5]2[NH:6][C:7](=[O:11])[NH:8][C:9](=[O:10])[C:4]=2[CH:3]=1.C(O)(=O)C.[Br:17]Br, predict the reaction product. The product is: [Br:17][C:3]1[C:4]2[C:9](=[O:10])[NH:8][C:7](=[O:11])[NH:6][C:5]=2[S:12][C:2]=1[CH3:1]. (5) Given the reactants [F:1][C:2]1[CH:10]=[CH:9][C:8]([NH:11][S:12]([CH2:15][CH2:16][CH3:17])(=[O:14])=[O:13])=[CH:7][C:3]=1[C:4]([OH:6])=[O:5].S(=O)(=O)(O)O.[CH3:23]O, predict the reaction product. The product is: [CH3:23][O:5][C:4](=[O:6])[C:3]1[CH:7]=[C:8]([NH:11][S:12]([CH2:15][CH2:16][CH3:17])(=[O:14])=[O:13])[CH:9]=[CH:10][C:2]=1[F:1]. (6) Given the reactants [Cl:1][C:2]1[CH:3]=[CH:4][C:5]([NH:18][CH2:19][CH:20]2[CH2:25][CH2:24][NH:23][CH2:22][CH2:21]2)=[C:6]([CH:17]=1)[C:7]([NH:9][C:10]1[CH:15]=[CH:14][C:13]([CH3:16])=[CH:12][N:11]=1)=[O:8].[CH3:26][CH2:27][C:28](=O)[CH2:29][CH3:30].C([BH3-])#N.[Na+], predict the reaction product. The product is: [Cl:1][C:2]1[CH:3]=[CH:4][C:5]([NH:18][CH2:19][CH:20]2[CH2:25][CH2:24][N:23]([CH:28]([CH2:29][CH3:30])[CH2:27][CH3:26])[CH2:22][CH2:21]2)=[C:6]([CH:17]=1)[C:7]([NH:9][C:10]1[CH:15]=[CH:14][C:13]([CH3:16])=[CH:12][N:11]=1)=[O:8]. (7) The product is: [Cl:24][C:19]1[CH:18]=[C:17]([C:14]2[S:13][CH:12]=[C:11]([C:9](=[N:8][NH:7][C:5]([C:4]3[CH:25]=[CH:26][C:27]4[NH:28][C:30](=[O:32])[NH:1][C:2]=4[CH:3]=3)=[O:6])[CH3:10])[C:15]=2[OH:16])[CH:22]=[CH:21][C:20]=1[Cl:23]. Given the reactants [NH2:1][C:2]1[CH:3]=[C:4]([CH:25]=[CH:26][C:27]=1[NH2:28])[C:5]([NH:7][N:8]=[C:9]([C:11]1[C:15]([OH:16])=[C:14]([C:17]2[CH:22]=[CH:21][C:20]([Cl:23])=[C:19]([Cl:24])[CH:18]=2)[S:13][CH:12]=1)[CH3:10])=[O:6].C[C:30](C)([O-:32])C.[Na+].Cl, predict the reaction product.